This data is from Catalyst prediction with 721,799 reactions and 888 catalyst types from USPTO. The task is: Predict which catalyst facilitates the given reaction. (1) Reactant: [OH:1][C:2]1[CH:7]=[CH:6][N:5]2[C:8]([C:11]([O:13][CH2:14][CH3:15])=[O:12])=[CH:9][N:10]=[C:4]2[CH:3]=1.Cl[C:17]([F:22])([F:21])C([O-])=O.[Na+].C([O-])([O-])=O.[K+].[K+].O. Product: [F:21][CH:17]([F:22])[O:1][C:2]1[CH:7]=[CH:6][N:5]2[C:8]([C:11]([O:13][CH2:14][CH3:15])=[O:12])=[CH:9][N:10]=[C:4]2[CH:3]=1. The catalyst class is: 3. (2) Reactant: [CH2:1]([C:8]1[O:12][C:11]([C:13]2[CH:18]=[C:17]([F:19])[CH:16]=[CH:15][C:14]=2[F:20])=[N:10][C:9]=1[CH:21]([NH:26]S(C(C)(C)C)=O)[C:22]([CH3:25])([CH3:24])[CH3:23])[C:2]1[CH:7]=[CH:6][CH:5]=[CH:4][CH:3]=1.Cl.O1CCOCC1. Product: [CH2:1]([C:8]1[O:12][C:11]([C:13]2[CH:18]=[C:17]([F:19])[CH:16]=[CH:15][C:14]=2[F:20])=[N:10][C:9]=1[CH:21]([NH2:26])[C:22]([CH3:24])([CH3:23])[CH3:25])[C:2]1[CH:3]=[CH:4][CH:5]=[CH:6][CH:7]=1. The catalyst class is: 5. (3) Reactant: [Cl:1][C:2]1[CH:7]=[CH:6][C:5]([Cl:8])=[CH:4][N:3]=1.[Li]CCCC.CCCC(C)C.C(NC(C)C)(C)C.[I:27]I. Product: [Cl:1][C:2]1[CH:7]=[C:6]([I:27])[C:5]([Cl:8])=[CH:4][N:3]=1. The catalyst class is: 1.